This data is from Reaction yield outcomes from USPTO patents with 853,638 reactions. The task is: Predict the reaction yield, written as a fraction of the theoretical maximum amount of product (1.0 means a 100% yield; for example, 0.34 means a 34% yield). (1) The reactants are [NH2:1][C:2]1[CH:6]=[C:5]([C:7]2[CH:12]=[CH:11][N:10]=[CH:9][CH:8]=2)[S:4][C:3]=1[C:13]([NH2:15])=[O:14].O.[C:17]1([CH3:27])[CH:22]=[CH:21][C:20](S(O)(=O)=O)=[CH:19][CH:18]=1.C(=O)C1C=CC=CC=1.C1(C)C=CC=CC=1. The catalyst is CC(O)=O. The product is [C:17]1([CH:27]2[NH:1][C:2]3[CH:6]=[C:5]([C:7]4[CH:8]=[CH:9][N:10]=[CH:11][CH:12]=4)[S:4][C:3]=3[C:13](=[O:14])[NH:15]2)[CH:22]=[CH:21][CH:20]=[CH:19][CH:18]=1. The yield is 0.0286. (2) The reactants are [N:1]([CH2:4][CH:5]1[CH2:9][C:8]2[CH:10]=[CH:11][CH:12]=[C:13]([C:14]3[CH:19]=[CH:18][CH:17]=[C:16]([O:20][CH3:21])[CH:15]=3)[C:7]=2[O:6]1)=[N+]=[N-]. The catalyst is [Pd]. The yield is 0.800. The product is [CH3:21][O:20][C:16]1[CH:15]=[C:14]([C:13]2[C:7]3[O:6][CH:5]([CH2:4][NH2:1])[CH2:9][C:8]=3[CH:10]=[CH:11][CH:12]=2)[CH:19]=[CH:18][CH:17]=1. (3) The product is [Si:1]([O:8][CH2:9][C:10]1[CH:19]=[CH:18][C:13]([C:14]([NH:21][NH2:22])=[O:15])=[CH:12][CH:11]=1)([C:4]([CH3:7])([CH3:6])[CH3:5])([CH3:3])[CH3:2]. The catalyst is C(O)C.O. The yield is 0.860. The reactants are [Si:1]([O:8][CH2:9][C:10]1[CH:19]=[CH:18][C:13]([C:14](OC)=[O:15])=[CH:12][CH:11]=1)([C:4]([CH3:7])([CH3:6])[CH3:5])([CH3:3])[CH3:2].O.[NH2:21][NH2:22].[C-]#N.[Na+]. (4) The reactants are [O:1]1[CH2:6][CH2:5][N:4]([CH2:7][CH2:8][OH:9])[CH2:3][CH2:2]1.[CH:10]1[C:19]2[C:14](=[CH:15][CH:16]=[CH:17][CH:18]=2)[CH:13]=[CH:12][C:11]=1[C:20](Cl)=[O:21]. No catalyst specified. The product is [CH:10]1[C:19]2[C:14](=[CH:15][CH:16]=[CH:17][CH:18]=2)[CH:13]=[CH:12][C:11]=1[C:20]([O:9][CH2:8][CH2:7][N:4]1[CH2:5][CH2:6][O:1][CH2:2][CH2:3]1)=[O:21]. The yield is 0.950. (5) The reactants are [F:1][CH2:2][CH2:3][NH:4][C:5]1[S:6][C:7]2[CH:13]=[C:12]([C:14]3[CH:19]=[CH:18][C:17]([N:20](C)[C:21](=O)OC(C)(C)C)=[CH:16][CH:15]=3)[CH:11]=[CH:10][C:8]=2[N:9]=1.O1CCOCC1.[ClH:35]. No catalyst specified. The product is [ClH:35].[F:1][CH2:2][CH2:3][NH:4][C:5]1[S:6][C:7]2[CH:13]=[C:12]([C:14]3[CH:19]=[CH:18][C:17]([NH:20][CH3:21])=[CH:16][CH:15]=3)[CH:11]=[CH:10][C:8]=2[N:9]=1. The yield is 0.740.